Dataset: Catalyst prediction with 721,799 reactions and 888 catalyst types from USPTO. Task: Predict which catalyst facilitates the given reaction. (1) Product: [Cl:30][C:27]1[CH:28]=[CH:29][C:24]([N:9]2[C:10](=[O:23])[C:11]3[CH:16]=[N:15][N:14]([C:17]4[CH:22]=[CH:21][CH:20]=[CH:19][CH:18]=4)[C:12]=3[N:13]=[C:8]2[C:5]2[CH:4]=[CH:3][C:2]([C:36]3[CH:41]=[CH:40][CH:39]=[CH:38][N:37]=3)=[CH:7][CH:6]=2)=[CH:25][CH:26]=1. The catalyst class is: 109. Reactant: Br[C:2]1[CH:7]=[CH:6][C:5]([C:8]2[N:9]([C:24]3[CH:29]=[CH:28][C:27]([Cl:30])=[CH:26][CH:25]=3)[C:10](=[O:23])[C:11]3[CH:16]=[N:15][N:14]([C:17]4[CH:22]=[CH:21][CH:20]=[CH:19][CH:18]=4)[C:12]=3[N:13]=2)=[CH:4][CH:3]=1.C([Sn](CCCC)(CCCC)[C:36]1[CH:41]=[CH:40][CH:39]=[CH:38][N:37]=1)CCC. (2) Product: [N:10]1[C:11]2[C:6](=[CH:5][CH:4]=[CH:3][CH:2]=2)[CH:7]=[CH:8][CH:9]=1. Reactant: Br[C:2]1[CH:3]=[C:4](CS(C)(=O)=O)[CH:5]=[C:6]2[C:11]=1[N:10]=[CH:9][CH:8]=[CH:7]2.CC(C)([O-])C.[K+].CI. The catalyst class is: 598. (3) Reactant: [Br:1][C:2]1[CH:7]=[CH:6][C:5]([C@@H:8]2[CH2:10][C@H:9]2[C:11]([O:13]CC)=[O:12])=[CH:4][CH:3]=1.[OH-].[K+].O. Product: [Br:1][C:2]1[CH:3]=[CH:4][C:5]([C@@H:8]2[CH2:10][C@H:9]2[C:11]([OH:13])=[O:12])=[CH:6][CH:7]=1. The catalyst class is: 5. (4) Reactant: [S:1]1[C:5]2[CH:6]=[CH:7][CH:8]=[CH:9][C:4]=2[N:3]=[C:2]1[C:10]1[C:11]([O:20][C@H:21]2[CH2:60][N:24]3[C:25](=[O:59])[C@@H:26]([NH:51]C(=O)OC(C)(C)C)[CH2:27][CH2:28][CH2:29][CH2:30][CH2:31][C:32]([F:50])([F:49])[CH2:33][C@@H:34]4[CH2:39][C@@:35]4([C:40](=[O:48])[NH:41][S:42]([CH:45]4[CH2:47][CH2:46]4)(=[O:44])=[O:43])[NH:36][C:37](=[O:38])[C@@H:23]3[CH2:22]2)=[N:12][C:13]2[C:18]([N:19]=1)=[CH:17][CH:16]=[CH:15][CH:14]=2.[ClH:61]. Product: [ClH:61].[NH2:51][C@@H:26]1[C:25](=[O:59])[N:24]2[CH2:60][C@H:21]([O:20][C:11]3[C:10]([C:2]4[S:1][C:5]5[CH:6]=[CH:7][CH:8]=[CH:9][C:4]=5[N:3]=4)=[N:19][C:18]4[C:13](=[CH:14][CH:15]=[CH:16][CH:17]=4)[N:12]=3)[CH2:22][C@H:23]2[C:37](=[O:38])[NH:36][C@:35]2([C:40]([NH:41][S:42]([CH:45]3[CH2:47][CH2:46]3)(=[O:44])=[O:43])=[O:48])[CH2:39][C@H:34]2[CH2:33][C:32]([F:49])([F:50])[CH2:31][CH2:30][CH2:29][CH2:28][CH2:27]1. The catalyst class is: 13.